This data is from Full USPTO retrosynthesis dataset with 1.9M reactions from patents (1976-2016). The task is: Predict the reactants needed to synthesize the given product. Given the product [CH3:12][CH2:1][C:2]([C:4]1[CH:9]=[CH:8][C:7]([C:10]#[N:11])=[CH:6][CH:5]=1)=[O:3], predict the reactants needed to synthesize it. The reactants are: [CH3:1][C:2]([C:4]1[CH:9]=[CH:8][C:7]([C:10]#[N:11])=[CH:6][CH:5]=1)=[O:3].[CH3:12]CC(C1C=CC(Br)=CC=1)=O.